Dataset: Catalyst prediction with 721,799 reactions and 888 catalyst types from USPTO. Task: Predict which catalyst facilitates the given reaction. (1) Reactant: [F:1][C:2]([F:54])([F:53])[C:3]([NH:5][CH2:6][CH2:7][NH:8][C:9]([C:11]1[N:16]=[C:15]([CH2:17][N:18]2[CH2:26][CH2:25][N:24](C(OC(C)(C)C)=O)[CH2:23][CH2:22][N:21](C(OC(C)(C)C)=O)[CH2:20][CH2:19]2)[CH:14]=[C:13]([C:41]2[C:46]([O:47][CH3:48])=[CH:45][C:44]([O:49][CH3:50])=[CH:43][C:42]=2[O:51][CH3:52])[CH:12]=1)=[O:10])=[O:4]. Product: [N:18]1([CH2:17][C:15]2[N:16]=[C:11]([C:9]([NH:8][CH2:7][CH2:6][NH:5][C:3](=[O:4])[C:2]([F:53])([F:1])[F:54])=[O:10])[CH:12]=[C:13]([C:41]3[C:42]([O:51][CH3:52])=[CH:43][C:44]([O:49][CH3:50])=[CH:45][C:46]=3[O:47][CH3:48])[CH:14]=2)[CH2:26][CH2:25][NH:24][CH2:23][CH2:22][NH:21][CH2:20][CH2:19]1. The catalyst class is: 55. (2) Product: [CH2:35]([O:42][C:43]1[CH:48]=[CH:47][C:46]([C:17]2[CH:16]=[C:15]([N:8]([C:6]([O:5][C:1]([CH3:4])([CH3:3])[CH3:2])=[O:7])[CH2:9][C:10]([O:12][CH2:13][CH3:14])=[O:11])[CH:20]=[CH:19][N:18]=2)=[CH:45][CH:44]=1)[C:36]1[CH:41]=[CH:40][CH:39]=[CH:38][CH:37]=1. Reactant: [C:1]([O:5][C:6]([N:8]([C:15]1[CH:20]=[CH:19][N:18]=[C:17](Cl)[CH:16]=1)[CH2:9][C:10]([O:12][CH2:13][CH3:14])=[O:11])=[O:7])([CH3:4])([CH3:3])[CH3:2].C(=O)([O-])[O-].[K+].[K+].C1(C)C=CC=CC=1.[CH2:35]([O:42][C:43]1[CH:48]=[CH:47][C:46](B(O)O)=[CH:45][CH:44]=1)[C:36]1[CH:41]=[CH:40][CH:39]=[CH:38][CH:37]=1. The catalyst class is: 22. (3) Reactant: [OH:1][C:2]1[CH:10]=[CH:9][CH:8]=[C:7]2[C:3]=1[CH:4]=[C:5]([C:11]([O:13][CH3:14])=[O:12])[NH:6]2.[C:15](OC(=O)C)(=[O:17])[CH3:16]. Product: [C:15]([O:1][C:2]1[CH:10]=[CH:9][CH:8]=[C:7]2[C:3]=1[CH:4]=[C:5]([C:11]([O:13][CH3:14])=[O:12])[NH:6]2)(=[O:17])[CH3:16]. The catalyst class is: 277. (4) Reactant: [OH:1][C:2]1[CH:7]=[CH:6][C:5]([N+:8]([O-:10])=[O:9])=[CH:4][C:3]=1[NH:11][C:12](=[O:16])[CH2:13][CH2:14][CH3:15].CCN(CC)CC.[O:24](S(C(F)(F)F)(=O)=O)[S:25]([C:28]([F:31])([F:30])[F:29])(=O)=[O:26]. Product: [F:29][C:28]([F:31])([F:30])[S:25]([O:1][C:2]1[CH:7]=[CH:6][C:5]([N+:8]([O-:10])=[O:9])=[CH:4][C:3]=1[NH:11][C:12](=[O:16])[CH2:13][CH2:14][CH3:15])(=[O:26])=[O:24]. The catalyst class is: 2. (5) Reactant: [Br:1][C:2]1[CH:7]=[CH:6][C:5]([C@@H:8]([N:10]2[CH2:15][CH2:14][C@:13]([CH2:22][C:23]([CH3:27])([CH3:26])[C:24]#[N:25])([C:16]3[CH:21]=[CH:20][CH:19]=[CH:18][CH:17]=3)[CH2:12][C:11]2=[O:28])[CH3:9])=[CH:4][CH:3]=1.C([O-])([O-])=[O:30].[K+].[K+].OO. Product: [Br:1][C:2]1[CH:3]=[CH:4][C:5]([C@@H:8]([N:10]2[CH2:15][CH2:14][C@:13]([CH2:22][C:23]([CH3:27])([CH3:26])[C:24]([NH2:25])=[O:30])([C:16]3[CH:21]=[CH:20][CH:19]=[CH:18][CH:17]=3)[CH2:12][C:11]2=[O:28])[CH3:9])=[CH:6][CH:7]=1. The catalyst class is: 58. (6) The catalyst class is: 212. Product: [CH2:1]([O:3][C:4]([C:6]1[CH:35]=[CH:34][C:9]2[N:10]=[C:11]([NH:13][CH:14]3[CH2:19][CH2:18][N:17]([CH2:20][C:21]4[CH:26]=[C:25]([O:27][CH2:28][CH3:29])[C:24]([N:47]5[CH:51]=[CH:50][CH:49]=[CH:48]5)=[C:23]([O:31][CH2:32][CH3:33])[CH:22]=4)[CH2:16][CH2:15]3)[S:12][C:8]=2[CH:7]=1)=[O:5])[CH3:2]. Reactant: [CH2:1]([O:3][C:4]([C:6]1[CH:35]=[CH:34][C:9]2[N:10]=[C:11]([NH:13][CH:14]3[CH2:19][CH2:18][N:17]([CH2:20][C:21]4[CH:26]=[C:25]([O:27][CH2:28][CH3:29])[C:24](F)=[C:23]([O:31][CH2:32][CH3:33])[CH:22]=4)[CH2:16][CH2:15]3)[S:12][C:8]=2[CH:7]=1)=[O:5])[CH3:2].C(OC1C=C(C=C(OCC)C=1[N:47]1[CH:51]=[CH:50][CH:49]=[CH:48]1)C=O)C.C([BH3-])#N.[Na+].C(N(C(C)C)C(C)C)C. (7) Reactant: [NH:1]([C:11]([O:13][C:14]([CH3:17])([CH3:16])[CH3:15])=[O:12])[C@H:2]([C:8]([OH:10])=[O:9])[CH2:3][CH2:4][CH2:5][CH2:6][NH2:7].C1COCC1.Cl[C:24]([O:26][CH2:27][C:28]#[CH:29])=[O:25]. Product: [C:14]([O:13][C:11]([NH:1][C@@H:2]([CH2:3][CH2:4][CH2:5][CH2:6][NH:7][C:24]([O:26][CH2:27][C:28]#[CH:29])=[O:25])[C:8]([OH:10])=[O:9])=[O:12])([CH3:17])([CH3:16])[CH3:15]. The catalyst class is: 74.